This data is from Retrosynthesis with 50K atom-mapped reactions and 10 reaction types from USPTO. The task is: Predict the reactants needed to synthesize the given product. (1) Given the product COc1cccc2c1nc(C(F)F)n2-c1nc(Nc2cccnn2)nc(N2CCOCC2)n1, predict the reactants needed to synthesize it. The reactants are: COc1cccc2c1nc(C(F)F)n2-c1nc(Cl)nc(N2CCOCC2)n1.Nc1cccnn1. (2) Given the product CCCn1c2ccccc2c2nc(SCC(=O)NC3CCCCC3)n(-c3ccccc3)c(=O)c21, predict the reactants needed to synthesize it. The reactants are: CCCn1c2ccccc2c2nc(SCC(=O)O)n(-c3ccccc3)c(=O)c21.NC1CCCCC1.